This data is from Reaction yield outcomes from USPTO patents with 853,638 reactions. The task is: Predict the reaction yield, written as a fraction of the theoretical maximum amount of product (1.0 means a 100% yield; for example, 0.34 means a 34% yield). (1) The catalyst is O1CCCC1. The reactants are C[O:2][C:3](=O)[C:4]1[CH:9]=[CH:8][CH:7]=[C:6]([NH:10][S:11]([C:14]2[CH:19]=[CH:18][C:17]([C:20]([F:23])([F:22])[F:21])=[CH:16][CH:15]=2)(=[O:13])=[O:12])[C:5]=1[F:24].[AlH4-].[Li+]. The product is [F:24][C:5]1[C:4]([CH2:3][OH:2])=[CH:9][CH:8]=[CH:7][C:6]=1[NH:10][S:11]([C:14]1[CH:19]=[CH:18][C:17]([C:20]([F:23])([F:21])[F:22])=[CH:16][CH:15]=1)(=[O:13])=[O:12]. The yield is 0.580. (2) The product is [C:1]([O:5][C:6]([NH:8][C@@H:9]([CH2:13][C:14]1[CH:19]=[CH:18][C:17]([O:20][CH2:21][C:22]2[CH:27]=[CH:26][CH:25]=[CH:24][CH:23]=2)=[C:16]([O:28][CH2:29][C:30]2[CH:35]=[CH:34][CH:33]=[CH:32][CH:31]=2)[CH:15]=1)[C:10]([O:12][CH2:37][CH2:38][NH:39][C:40]([C:42]1[CH:47]=[CH:46][CH:45]=[CH:44][C:43]=1[O:48][CH2:49][C:50]1[CH:55]=[CH:54][CH:53]=[CH:52][CH:51]=1)=[O:41])=[O:11])=[O:7])([CH3:4])([CH3:2])[CH3:3]. The yield is 0.730. The reactants are [C:1]([O:5][C:6]([NH:8][C@@H:9]([CH2:13][C:14]1[CH:19]=[CH:18][C:17]([O:20][CH2:21][C:22]2[CH:27]=[CH:26][CH:25]=[CH:24][CH:23]=2)=[C:16]([O:28][CH2:29][C:30]2[CH:35]=[CH:34][CH:33]=[CH:32][CH:31]=2)[CH:15]=1)[C:10]([OH:12])=[O:11])=[O:7])([CH3:4])([CH3:3])[CH3:2].O[CH2:37][CH2:38][NH:39][C:40]([C:42]1[CH:47]=[CH:46][CH:45]=[CH:44][C:43]=1[O:48][CH2:49][C:50]1[CH:55]=[CH:54][CH:53]=[CH:52][CH:51]=1)=[O:41].Cl.CN(C)CCCN=C=NCC. The catalyst is CN(C)C1C=CN=CC=1.ClCCl. (3) The reactants are [C:1]([C:3]([CH2:10][OH:11])([CH2:8][OH:9])[C:4]([O:6][CH3:7])=[O:5])#[N:2].[C:12](OCC)(OCC)([O:14][CH2:15][CH3:16])[CH3:13].S(=O)(=O)(O)O. The catalyst is C1COCC1. The product is [C:1]([C:3]1([C:4]([O:6][CH3:7])=[O:5])[CH2:10][O:11][C:12]([O:14][CH2:15][CH3:16])([CH3:13])[O:9][CH2:8]1)#[N:2]. The yield is 0.420. (4) The reactants are [C:1]1([C@H:7]([N:9]2[C@@H:16]3[C@@H:12]([CH2:13][N:14](C(OCC)=O)[CH2:15]3)[CH2:11][CH2:10]2)[CH3:8])[CH:6]=[CH:5][CH:4]=[CH:3][CH:2]=1. The catalyst is Cl. The product is [C:1]1([C@H:7]([N:9]2[C@@H:16]3[C@@H:12]([CH2:13][NH:14][CH2:15]3)[CH2:11][CH2:10]2)[CH3:8])[CH:6]=[CH:5][CH:4]=[CH:3][CH:2]=1. The yield is 0.670. (5) The yield is 0.820. The reactants are [Cl:1][C:2]1[C:7]([CH2:8]O)=[CH:6][CH:5]=[C:4]([Cl:10])[N:3]=1.BrCC1C(Cl)=NC(Cl)=CC=1.[CH3:21][C:22]1[N:27]=[C:26]([SH:28])[N:25]=[C:24]([OH:29])[CH:23]=1. The catalyst is C(N(CC)CC)C. The product is [Cl:1][C:2]1[C:7]([CH2:8][S:28][C:26]2[N:25]=[C:24]([OH:29])[CH:23]=[C:22]([CH3:21])[N:27]=2)=[CH:6][CH:5]=[C:4]([Cl:10])[N:3]=1. (6) The reactants are Cl[C:2]1[N:7]=[CH:6][CH:5]=[CH:4][N:3]=1.[C:8]1(B(O)O)[CH:13]=[CH:12][CH:11]=[CH:10][CH:9]=1.C([O-])([O-])=O.[Na+].[Na+].C1C=CC(P(C2C=CC=CC=2)CCCCP(C2C=CC=CC=2)C2C=CC=CC=2)=CC=1. The catalyst is Cl[Pd]Cl. The product is [C:8]1([C:2]2[N:7]=[CH:6][CH:5]=[CH:4][N:3]=2)[CH:13]=[CH:12][CH:11]=[CH:10][CH:9]=1. The yield is 0.650.